From a dataset of Peptide-MHC class I binding affinity with 185,985 pairs from IEDB/IMGT. Regression. Given a peptide amino acid sequence and an MHC pseudo amino acid sequence, predict their binding affinity value. This is MHC class I binding data. (1) The peptide sequence is WPTVRERM. The MHC is HLA-A30:02 with pseudo-sequence HLA-A30:02. The binding affinity (normalized) is 0. (2) The peptide sequence is MGMEQTMSV. The MHC is HLA-B40:01 with pseudo-sequence HLA-B40:01. The binding affinity (normalized) is 0.213. (3) The peptide sequence is TLNHVLALK. The MHC is HLA-B53:01 with pseudo-sequence HLA-B53:01. The binding affinity (normalized) is 0. (4) The peptide sequence is LVSAGIRKV. The MHC is HLA-B42:01 with pseudo-sequence HLA-B42:01. The binding affinity (normalized) is 0.392. (5) The peptide sequence is SADSFLLML. The MHC is HLA-A02:01 with pseudo-sequence HLA-A02:01. The binding affinity (normalized) is 0. (6) The peptide sequence is HLKEKSSLR. The MHC is HLA-A02:19 with pseudo-sequence HLA-A02:19. The binding affinity (normalized) is 0.0847. (7) The peptide sequence is KTGESSRSY. The MHC is HLA-A26:01 with pseudo-sequence HLA-A26:01. The binding affinity (normalized) is 0.